This data is from NCI-60 drug combinations with 297,098 pairs across 59 cell lines. The task is: Regression. Given two drug SMILES strings and cell line genomic features, predict the synergy score measuring deviation from expected non-interaction effect. (1) Drug 1: CS(=O)(=O)C1=CC(=C(C=C1)C(=O)NC2=CC(=C(C=C2)Cl)C3=CC=CC=N3)Cl. Drug 2: C1=NC(=NC(=O)N1C2C(C(C(O2)CO)O)O)N. Cell line: UO-31. Synergy scores: CSS=36.6, Synergy_ZIP=0.213, Synergy_Bliss=2.21, Synergy_Loewe=-0.640, Synergy_HSA=2.63. (2) Drug 1: CC1C(C(=O)NC(C(=O)N2CCCC2C(=O)N(CC(=O)N(C(C(=O)O1)C(C)C)C)C)C(C)C)NC(=O)C3=C4C(=C(C=C3)C)OC5=C(C(=O)C(=C(C5=N4)C(=O)NC6C(OC(=O)C(N(C(=O)CN(C(=O)C7CCCN7C(=O)C(NC6=O)C(C)C)C)C)C(C)C)C)N)C. Drug 2: CCC1(CC2CC(C3=C(CCN(C2)C1)C4=CC=CC=C4N3)(C5=C(C=C6C(=C5)C78CCN9C7C(C=CC9)(C(C(C8N6C=O)(C(=O)OC)O)OC(=O)C)CC)OC)C(=O)OC)O.OS(=O)(=O)O. Cell line: IGROV1. Synergy scores: CSS=17.0, Synergy_ZIP=-8.72, Synergy_Bliss=-9.29, Synergy_Loewe=-17.1, Synergy_HSA=-7.61. (3) Drug 1: CCCCCOC(=O)NC1=NC(=O)N(C=C1F)C2C(C(C(O2)C)O)O. Drug 2: CC1CCCC2(C(O2)CC(NC(=O)CC(C(C(=O)C(C1O)C)(C)C)O)C(=CC3=CSC(=N3)C)C)C. Cell line: IGROV1. Synergy scores: CSS=26.0, Synergy_ZIP=3.16, Synergy_Bliss=2.04, Synergy_Loewe=-25.8, Synergy_HSA=-0.736. (4) Drug 1: CC(C)CN1C=NC2=C1C3=CC=CC=C3N=C2N. Drug 2: N.N.Cl[Pt+2]Cl. Cell line: NCIH23. Synergy scores: CSS=46.6, Synergy_ZIP=0.943, Synergy_Bliss=0.746, Synergy_Loewe=-2.03, Synergy_HSA=-1.71. (5) Drug 1: C1=CC=C(C=C1)NC(=O)CCCCCCC(=O)NO. Drug 2: CC1C(C(CC(O1)OC2CC(CC3=C2C(=C4C(=C3O)C(=O)C5=CC=CC=C5C4=O)O)(C(=O)C)O)N)O. Cell line: HT29. Synergy scores: CSS=51.6, Synergy_ZIP=-6.63, Synergy_Bliss=-2.00, Synergy_Loewe=-0.695, Synergy_HSA=1.22. (6) Drug 1: CCC1=CC2CC(C3=C(CN(C2)C1)C4=CC=CC=C4N3)(C5=C(C=C6C(=C5)C78CCN9C7C(C=CC9)(C(C(C8N6C)(C(=O)OC)O)OC(=O)C)CC)OC)C(=O)OC.C(C(C(=O)O)O)(C(=O)O)O. Drug 2: C(CN)CNCCSP(=O)(O)O. Cell line: T-47D. Synergy scores: CSS=21.6, Synergy_ZIP=-7.94, Synergy_Bliss=2.09, Synergy_Loewe=-21.3, Synergy_HSA=0.543. (7) Synergy scores: CSS=10.3, Synergy_ZIP=9.06, Synergy_Bliss=6.13, Synergy_Loewe=8.45, Synergy_HSA=7.80. Cell line: HOP-62. Drug 1: CC1C(C(=O)NC(C(=O)N2CCCC2C(=O)N(CC(=O)N(C(C(=O)O1)C(C)C)C)C)C(C)C)NC(=O)C3=C4C(=C(C=C3)C)OC5=C(C(=O)C(=C(C5=N4)C(=O)NC6C(OC(=O)C(N(C(=O)CN(C(=O)C7CCCN7C(=O)C(NC6=O)C(C)C)C)C)C(C)C)C)N)C. Drug 2: CCC1(CC2CC(C3=C(CCN(C2)C1)C4=CC=CC=C4N3)(C5=C(C=C6C(=C5)C78CCN9C7C(C=CC9)(C(C(C8N6C=O)(C(=O)OC)O)OC(=O)C)CC)OC)C(=O)OC)O.OS(=O)(=O)O.